This data is from Reaction yield outcomes from USPTO patents with 853,638 reactions. The task is: Predict the reaction yield, written as a fraction of the theoretical maximum amount of product (1.0 means a 100% yield; for example, 0.34 means a 34% yield). (1) The reactants are Cl[S:2]([C:5]1[CH:14]=[CH:13][C:12]2[NH:11][C:10](=[O:15])[C:9]3[NH:16][CH:17]=[C:18]([C:19]([OH:21])=[O:20])[C:8]=3[C:7]=2[CH:6]=1)(=[O:4])=[O:3].[OH:22][C:23]1[CH:24]=[C:25]([CH:27]=[CH:28][CH:29]=1)[NH2:26]. No catalyst specified. The product is [OH:22][C:23]1[CH:24]=[C:25]([NH:26][S:2]([C:5]2[CH:14]=[CH:13][C:12]3[NH:11][C:10](=[O:15])[C:9]4[NH:16][CH:17]=[CH:18][C:8]=4[C:7]=3[CH:6]=2)(=[O:3])=[O:4])[CH:27]=[CH:28][CH:29]=1.[CH2:18]([C:19]([O-:21])=[O:20])[CH3:17]. The yield is 0.120. (2) The yield is 0.520. The product is [N+:1]([C:4]1[CH:5]=[CH:6][C:7]([CH2:10][CH2:11][S:12]([N:20]2[CH2:25][CH2:24][O:23][CH2:22][CH2:21]2)(=[O:14])=[O:15])=[CH:8][CH:9]=1)([O-:3])=[O:2]. The reactants are [N+:1]([C:4]1[CH:9]=[CH:8][C:7]([CH2:10][CH2:11][S:12]([OH:15])(=[O:14])=O)=[CH:6][CH:5]=1)([O-:3])=[O:2].S(Cl)(Cl)=O.[NH:20]1[CH2:25][CH2:24][O:23][CH2:22][CH2:21]1. The catalyst is O.C([O-])(O)=O.[Na+]. (3) The yield is 0.890. No catalyst specified. The product is [Cl:16][CH2:17][C:18]([NH:1][C@H:2]1[CH2:7][CH2:6][C@H:5]([NH:8][C:9](=[O:15])[O:10][C:11]([CH3:12])([CH3:14])[CH3:13])[CH2:4][CH2:3]1)=[O:19]. The reactants are [NH2:1][C@H:2]1[CH2:7][CH2:6][C@H:5]([NH:8][C:9](=[O:15])[O:10][C:11]([CH3:14])([CH3:13])[CH3:12])[CH2:4][CH2:3]1.[Cl:16][CH2:17][C:18](Cl)=[O:19].